The task is: Predict the reaction yield, written as a fraction of the theoretical maximum amount of product (1.0 means a 100% yield; for example, 0.34 means a 34% yield).. This data is from Reaction yield outcomes from USPTO patents with 853,638 reactions. (1) The reactants are Cl.O1CCOCC1.[CH2:8]([O:10][C:11]1[CH:12]=[C:13]([CH:16]=[CH:17][C:18]=1[O:19][CH2:20][CH3:21])[C:14]#[N:15])[CH3:9].CO.C([O-])([O-])=O.[Na+].[Na+].[N:30]1[CH:35]=[CH:34][C:33]([C:36]([NH:38][NH2:39])=O)=[CH:32][CH:31]=1. The catalyst is CCOCC. The product is [CH2:8]([O:10][C:11]1[CH:12]=[C:13]([C:14]2[NH:15][C:36]([C:33]3[CH:34]=[CH:35][N:30]=[CH:31][CH:32]=3)=[N:38][N:39]=2)[CH:16]=[CH:17][C:18]=1[O:19][CH2:20][CH3:21])[CH3:9]. The yield is 0.630. (2) The reactants are [CH3:1][O:2][C:3](=[O:16])[C:4]1[CH:9]=[CH:8][C:7]([C:10](=[O:12])[CH3:11])=[CH:6][C:5]=1[N+:13]([O-:15])=[O:14].[BH4-].[Na+].O. The catalyst is CO. The product is [CH3:1][O:2][C:3](=[O:16])[C:4]1[CH:9]=[CH:8][C:7]([CH:10]([OH:12])[CH3:11])=[CH:6][C:5]=1[N+:13]([O-:15])=[O:14]. The yield is 0.730. (3) The reactants are OCCCN1C=C(C2C=CC(N[C:22]3[C:27]([C:28]([F:31])([F:30])[F:29])=[CH:26][N:25]=[C:24]([NH:32][C:33]4[CH:47]=[CH:46][C:36]([CH2:37][P:38](=[O:45])([O:42][CH2:43][CH3:44])[O:39][CH2:40][CH3:41])=[CH:35][C:34]=4[O:48][CH3:49])[N:23]=3)=C3C=2CN(C)C3=O)C=N1.C(OP1(=O)CC2C=CC(=CC=2)NC2=NC(=C(C(F)(F)F)C=N2)NC2C=CC(=NC=2C(NC)=O)C2=CN(N=C2)CCCCO1)C.[NH2:94][C:95]1[C:96]([C:112]([NH:114][CH3:115])=[O:113])=[N:97][C:98]([C:101]2[C:102]([O:110][CH3:111])=[N:103][N:104]([CH2:106][CH2:107][CH2:108][OH:109])[CH:105]=2)=[CH:99][CH:100]=1. No catalyst specified. The product is [OH:109][CH2:108][CH2:107][CH2:106][N:104]1[CH:105]=[C:101]([C:98]2[N:97]=[C:96]([C:112](=[O:113])[NH:114][CH3:115])[C:95]([NH:94][C:26]3[C:27]([C:28]([F:29])([F:30])[F:31])=[CH:22][N:23]=[C:24]([NH:32][C:33]4[CH:47]=[CH:46][C:36]([CH2:37][P:38](=[O:45])([O:42][CH2:43][CH3:44])[O:39][CH2:40][CH3:41])=[CH:35][C:34]=4[O:48][CH3:49])[N:25]=3)=[CH:100][CH:99]=2)[C:102]([O:110][CH3:111])=[N:103]1. The yield is 0.350. (4) The reactants are [CH:1]1([CH2:4][O:5][C:6]2[C:7](I)=[N:8][C:9]([S:12]([CH3:15])(=[O:14])=[O:13])=[CH:10][CH:11]=2)[CH2:3][CH2:2]1.[CH3:17][N:18]1[CH:27]=[C:26](B2OC(C)(C)C(C)(C)O2)[C:25]2[C:20](=[CH:21][CH:22]=[CH:23][CH:24]=2)[C:19]1=[O:37].[O-]P([O-])([O-])=O.[K+].[K+].[K+]. The catalyst is O1CCOCC1.O.C1C=CC(P(C2C=CC=CC=2)[C-]2C=CC=C2)=CC=1.C1C=CC(P(C2C=CC=CC=2)[C-]2C=CC=C2)=CC=1.Cl[Pd]Cl.[Fe+2]. The product is [CH:1]1([CH2:4][O:5][C:6]2[C:7]([C:26]3[C:25]4[C:20](=[CH:21][CH:22]=[CH:23][CH:24]=4)[C:19](=[O:37])[N:18]([CH3:17])[CH:27]=3)=[N:8][C:9]([S:12]([CH3:15])(=[O:14])=[O:13])=[CH:10][CH:11]=2)[CH2:3][CH2:2]1. The yield is 0.531. (5) The reactants are [CH2:1]1[C:10]2[C:5](=[CH:6][CH:7]=[CH:8][CH:9]=2)[CH2:4][CH2:3][N:2]1[CH2:11][CH:12]([OH:30])[CH2:13][NH:14][C:15](=[O:29])[C:16]1[CH:21]=[CH:20][CH:19]=[C:18]([CH2:22][N:23]2[CH2:28][CH2:27][NH:26][CH2:25][CH2:24]2)[CH:17]=1.C=O.[BH3-][C:34]#N.[Na+]. The product is [CH2:1]1[C:10]2[C:5](=[CH:6][CH:7]=[CH:8][CH:9]=2)[CH2:4][CH2:3][N:2]1[CH2:11][CH:12]([OH:30])[CH2:13][NH:14][C:15](=[O:29])[C:16]1[CH:21]=[CH:20][CH:19]=[C:18]([CH2:22][N:23]2[CH2:24][CH2:25][N:26]([CH3:34])[CH2:27][CH2:28]2)[CH:17]=1. The catalyst is CO. The yield is 0.175. (6) The reactants are [NH:1]1[CH2:6][CH2:5][NH:4][CH2:3][CH2:2]1.CCN(C(C)C)C(C)C.[C:16](O[C:16]([O:18][C:19]([CH3:22])([CH3:21])[CH3:20])=[O:17])([O:18][C:19]([CH3:22])([CH3:21])[CH3:20])=[O:17]. The catalyst is C(Cl)Cl. The product is [N:1]1([C:16]([O:18][C:19]([CH3:22])([CH3:21])[CH3:20])=[O:17])[CH2:6][CH2:5][NH:4][CH2:3][CH2:2]1. The yield is 0.850. (7) The reactants are [NH:1]1[C:9]2[C:4](=[CH:5][C:6]([C:10]#[N:11])=[CH:7][CH:8]=2)[CH:3]=[N:2]1.[Br:12]Br.Cl. The catalyst is CO.[OH-].[Na+]. The product is [Br:12][C:3]1[C:4]2[C:9](=[CH:8][CH:7]=[C:6]([C:10]#[N:11])[CH:5]=2)[NH:1][N:2]=1. The yield is 0.920. (8) The reactants are [NH2:1][C@@H:2]([CH2:30][OH:31])[C:3]([N:5]1[CH2:10][CH2:9][N:8]([C:11]([C@@H:13]([NH:18][C:19]([C:21]2[S:22][C:23]3[CH:29]=[CH:28][CH:27]=[CH:26][C:24]=3[CH:25]=2)=[O:20])[CH2:14][CH:15]([CH3:17])[CH3:16])=[O:12])[CH2:7][CH2:6]1)=[O:4].C(N(CC)CC)C.[Cl:39][C:40]1[CH:45]=[C:44]([Cl:46])[CH:43]=[CH:42][C:41]=1[S:47](Cl)(=[O:49])=[O:48]. The catalyst is C(Cl)Cl. The product is [Cl:39][C:40]1[CH:45]=[C:44]([Cl:46])[CH:43]=[CH:42][C:41]=1[S:47]([NH:1][C@@H:2]([CH2:30][OH:31])[C:3]([N:5]1[CH2:10][CH2:9][N:8]([C:11]([C@@H:13]([NH:18][C:19]([C:21]2[S:22][C:23]3[CH:29]=[CH:28][CH:27]=[CH:26][C:24]=3[CH:25]=2)=[O:20])[CH2:14][CH:15]([CH3:17])[CH3:16])=[O:12])[CH2:7][CH2:6]1)=[O:4])(=[O:49])=[O:48]. The yield is 0.630. (9) The reactants are FC(F)(F)C(O)=O.C(OC(=O)[NH:14][C@H:15]([C:17]1[N:25]([C:26]2[CH:31]=[CH:30][CH:29]=[CH:28][N:27]=2)[C:20]2=[N:21][CH:22]=[CH:23][CH:24]=[C:19]2[N:18]=1)[CH3:16])(C)(C)C. The catalyst is C(Cl)Cl. The product is [N:27]1[CH:28]=[CH:29][CH:30]=[CH:31][C:26]=1[N:25]1[C:20]2=[N:21][CH:22]=[CH:23][CH:24]=[C:19]2[N:18]=[C:17]1[C@@H:15]([NH2:14])[CH3:16]. The yield is 0.190.